Dataset: Full USPTO retrosynthesis dataset with 1.9M reactions from patents (1976-2016). Task: Predict the reactants needed to synthesize the given product. (1) Given the product [CH3:29][C:30]1[C:35]([CH3:36])=[CH:34][CH:33]=[CH:32][C:31]=1[N:37]1[CH2:38][CH2:39][N:40]([CH2:15][CH2:16][CH2:17][CH2:18][O:19][C:20]2[N:25]=[C:24]3[NH:26][N:27]=[CH:28][C:23]3=[CH:22][CH:21]=2)[CH2:41][CH2:42]1, predict the reactants needed to synthesize it. The reactants are: ClC1C(Cl)=CC=CC=1N1CCN([CH2:15][CH2:16][CH2:17][CH2:18][O:19][C:20]2[N:25]=[C:24]3[NH:26][N:27]=[CH:28][C:23]3=[CH:22][CH:21]=2)CC1.[CH3:29][C:30]1[C:35]([CH3:36])=[CH:34][CH:33]=[CH:32][C:31]=1[N:37]1[CH2:42][CH2:41][NH:40][CH2:39][CH2:38]1. (2) Given the product [CH2:14]([N:16]([C@H:2]1[CH2:7][C@H:6]([CH3:8])[S:5](=[O:10])(=[O:9])[C:4]2[S:11][CH:12]=[CH:13][C:3]1=2)[S:17]([C:20]1[CH:21]=[CH:22][C:23]([N+:26]([O-:28])=[O:27])=[CH:24][CH:25]=1)(=[O:18])=[O:19])[CH3:15], predict the reactants needed to synthesize it. The reactants are: O[C@H:2]1[CH2:7][C@@H:6]([CH3:8])[S:5](=[O:10])(=[O:9])[C:4]2[S:11][CH:12]=[CH:13][C:3]1=2.[CH2:14]([NH:16][S:17]([C:20]1[CH:25]=[CH:24][C:23]([N+:26]([O-:28])=[O:27])=[CH:22][CH:21]=1)(=[O:19])=[O:18])[CH3:15].C1(P(C2C=CC=CC=2)C2C=CC=CC=2)C=CC=CC=1.[OH-].[Na+]. (3) Given the product [F:40][C:37]([F:38])([F:39])[C:34]1[CH:35]=[C:36]2[C:31](=[CH:32][CH:33]=1)[N:30]=[CH:29][CH:28]=[C:27]2[NH:11][CH2:12][C:13]([NH:15][CH:16]1[CH2:19][N:18]([C:20]([O:22][C:23]([CH3:24])([CH3:25])[CH3:26])=[O:21])[CH2:17]1)=[O:14], predict the reactants needed to synthesize it. The reactants are: C(OC([N:11]([C:27]1[C:36]2[C:31](=[CH:32][CH:33]=[C:34]([C:37]([F:40])([F:39])[F:38])[CH:35]=2)[N:30]=[CH:29][CH:28]=1)[CH2:12][C:13]([NH:15][CH:16]1[CH2:19][N:18]([C:20]([O:22][C:23]([CH3:26])([CH3:25])[CH3:24])=[O:21])[CH2:17]1)=[O:14])=O)C1C=CC=CC=1. (4) Given the product [C:11]([O:8][C:6]1[CH:7]=[C:2]([CH3:1])[C:3]([OH:10])=[C:4]([CH3:9])[CH:5]=1)(=[O:18])[C:12]1[CH:17]=[CH:16][CH:15]=[CH:14][CH:13]=1, predict the reactants needed to synthesize it. The reactants are: [CH3:1][C:2]1[CH:7]=[C:6]([OH:8])[CH:5]=[C:4]([CH3:9])[C:3]=1[OH:10].[C:11](Cl)(=[O:18])[C:12]1[CH:17]=[CH:16][CH:15]=[CH:14][CH:13]=1. (5) Given the product [CH:28]1([C:26]([N:23]([CH2:22][C:13]2[CH:14]=[C:15]([C:18]([F:19])([F:21])[F:20])[CH:16]=[CH:17][C:12]=2[C:10]2[CH:11]=[C:6]([CH2:5][C:4]([OH:37])=[O:3])[CH:7]=[N:8][C:9]=2[O:31][CH2:32][C:33]([F:34])([F:35])[F:36])[CH2:24][CH3:25])=[O:27])[CH2:30][CH2:29]1, predict the reactants needed to synthesize it. The reactants are: C([O:3][C:4](=[O:37])[CH2:5][C:6]1[CH:7]=[N:8][C:9]([O:31][CH2:32][C:33]([F:36])([F:35])[F:34])=[C:10]([C:12]2[CH:17]=[CH:16][C:15]([C:18]([F:21])([F:20])[F:19])=[CH:14][C:13]=2[CH2:22][N:23]([C:26]([CH:28]2[CH2:30][CH2:29]2)=[O:27])[CH2:24][CH3:25])[CH:11]=1)C.C(OC(=O)CC1C=C(C2C=CC(C(F)(F)F)=CC=2CN(C(C2CC2)=O)CC)C(=O)N(CC(F)(F)F)C=1)C. (6) Given the product [CH2:30]([O:51][CH2:48][CH2:49][CH2:50][O:15][C:6]1[C:7]2[CH:14]=[CH:13][C:11](=[O:12])[O:10][C:8]=2[CH:9]=[C:4]2[O:3][CH:2]=[CH:1][C:5]=12)[C:31]1[CH:32]=[CH:33][CH:34]=[CH:35][CH:36]=1, predict the reactants needed to synthesize it. The reactants are: [CH:1]1[C:5]2=[C:6]([OH:15])[C:7]3[CH:14]=[CH:13][C:11](=[O:12])[O:10][C:8]=3[CH:9]=[C:4]2[O:3][CH:2]=1.[CH2:30](C(Br)CCOCCC(Br)[CH2:30][C:31]1[CH:36]=[CH:35][CH:34]=[CH:33][CH:32]=1)[C:31]1[CH:36]=[CH:35][CH:34]=[CH:33][CH:32]=1.C(=O)([O-])[O-].[K+].[K+].[I-].[K+].C[C:48](=[O:51])[CH2:49][CH3:50]. (7) Given the product [CH3:1][O:2][C:3]1[N:8]=[CH:7][C:6]([CH:9]([C:10]#[C:11][CH3:12])[CH2:13][C:14]([OH:22])=[O:15])=[CH:5][CH:4]=1, predict the reactants needed to synthesize it. The reactants are: [CH3:1][O:2][C:3]1[N:8]=[CH:7][C:6]([CH:9]([CH:13]2C(=O)OC(C)(C)[O:15][C:14]2=[O:22])[C:10]#[C:11][CH3:12])=[CH:5][CH:4]=1.CN(C=O)C.